This data is from Peptide-MHC class I binding affinity with 185,985 pairs from IEDB/IMGT. The task is: Regression. Given a peptide amino acid sequence and an MHC pseudo amino acid sequence, predict their binding affinity value. This is MHC class I binding data. (1) The peptide sequence is RVIPPSLLR. The MHC is HLA-A31:01 with pseudo-sequence HLA-A31:01. The binding affinity (normalized) is 0.756. (2) The peptide sequence is MLYPRVWPY. The MHC is HLA-C14:02 with pseudo-sequence HLA-C14:02. The binding affinity (normalized) is 0.491. (3) The peptide sequence is RVYINVVVK. The MHC is HLA-B15:09 with pseudo-sequence HLA-B15:09. The binding affinity (normalized) is 0.0847. (4) The peptide sequence is SMELPSFGV. The MHC is HLA-A02:06 with pseudo-sequence HLA-A02:06. The binding affinity (normalized) is 0.834.